Dataset: Forward reaction prediction with 1.9M reactions from USPTO patents (1976-2016). Task: Predict the product of the given reaction. (1) Given the reactants [O:1]=[C:2]1[CH2:7][CH2:6][CH2:5][CH2:4][N:3]1[C:8]([O:10][C:11]([CH3:14])([CH3:13])[CH3:12])=[O:9].[F:15][C:16]1[CH:17]=[C:18]([Mg]Br)[CH:19]=[C:20]([F:23])[C:21]=1[F:22].Cl, predict the reaction product. The product is: [O:1]=[C:2]([C:18]1[CH:17]=[C:16]([F:15])[C:21]([F:22])=[C:20]([F:23])[CH:19]=1)[CH2:7][CH2:6][CH2:5][CH2:4][NH:3][C:8](=[O:9])[O:10][C:11]([CH3:14])([CH3:13])[CH3:12]. (2) Given the reactants [N:1]1([C:6]2[N:11]=[C:10]([CH3:12])[CH:9]=[C:8]([CH:13]3[CH2:17][CH2:16][CH2:15][NH:14]3)[N:7]=2)[CH:5]=[CH:4][N:3]=[CH:2]1.Cl.[O:19]1[C:23]2[CH:24]=[CH:25][C:26]([CH2:28][N:29]([CH2:31][CH2:32]Cl)[CH3:30])=[CH:27][C:22]=2[O:21][CH2:20]1.C(N(C(C)C)CC)(C)C.[I-].[K+].P([O-])([O-])([O-])=O.[K+].[K+].[K+], predict the reaction product. The product is: [N:1]1([C:6]2[N:7]=[C:8]([CH:13]3[CH2:17][CH2:16][CH2:15][N:14]3[CH2:32][CH2:31][N:29]([CH2:28][C:26]3[CH:25]=[CH:24][C:23]4[O:19][CH2:20][O:21][C:22]=4[CH:27]=3)[CH3:30])[CH:9]=[C:10]([CH3:12])[N:11]=2)[CH:5]=[CH:4][N:3]=[CH:2]1.